From a dataset of Forward reaction prediction with 1.9M reactions from USPTO patents (1976-2016). Predict the product of the given reaction. (1) Given the reactants [NH2:1][C:2]1[CH:18]=[CH:17][C:16]([F:19])=[CH:15][C:3]=1[C:4]([NH:6][C:7]1[CH:12]=[CH:11][CH:10]=[C:9]([Br:13])[C:8]=1[CH3:14])=[O:5].Cl[C:21](Cl)([O:23]C(=O)OC(Cl)(Cl)Cl)Cl.C([O-])(O)=O.[Na+], predict the reaction product. The product is: [Br:13][C:9]1[C:8]([CH3:14])=[C:7]([N:6]2[C:4](=[O:5])[C:3]3[C:2](=[CH:18][CH:17]=[C:16]([F:19])[CH:15]=3)[NH:1][C:21]2=[O:23])[CH:12]=[CH:11][CH:10]=1. (2) Given the reactants Cl.C([O:9][C:10]([C:12]1[C:13]2[C:14](=[O:26])[NH:15][C:16](=[O:25])[C:17]=2[C:18]2[CH:19]=[CH:20][N:21]([CH3:24])[C:22]=2[CH:23]=1)=[O:11])C1C=CC=CC=1.O, predict the reaction product. The product is: [CH3:24][N:21]1[CH:20]=[CH:19][C:18]2[C:17]3[C:16](=[O:25])[NH:15][C:14](=[O:26])[C:13]=3[C:12]([C:10]([OH:11])=[O:9])=[CH:23][C:22]1=2. (3) The product is: [CH3:11][C:8]1[CH:9]=[C:10]2[C:5](=[CH:6][CH:7]=1)[NH:4][CH:3]=[C:2]2[CH2:13][CH:14]([OH:16])[CH3:15]. Given the reactants O[C:2]1([CH2:13][C:14](=[O:16])[CH3:15])[C:10]2[C:5](=[CH:6][CH:7]=[C:8]([CH3:11])[CH:9]=2)[NH:4][C:3]1=O.C(OCC)(=O)C.O, predict the reaction product. (4) Given the reactants ClC1C=CC=CC=1.[F:8][C:9]1[CH:14]=[C:13]([N+:15]([O-:17])=[O:16])[CH:12]=[CH:11][C:10]=1[OH:18].Cl[C:20]1[C:29]2[C:24](=[CH:25][C:26]([O:32][CH2:33][CH2:34][CH2:35][N:36]3[CH2:40][CH2:39][CH2:38][CH2:37]3)=[C:27]([O:30][CH3:31])[CH:28]=2)[N:23]=[CH:22][CH:21]=1, predict the reaction product. The product is: [F:8][C:9]1[CH:14]=[C:13]([N+:15]([O-:17])=[O:16])[CH:12]=[CH:11][C:10]=1[O:18][C:20]1[C:29]2[C:24](=[CH:25][C:26]([O:32][CH2:33][CH2:34][CH2:35][N:36]3[CH2:37][CH2:38][CH2:39][CH2:40]3)=[C:27]([O:30][CH3:31])[CH:28]=2)[N:23]=[CH:22][CH:21]=1. (5) Given the reactants [OH:1][C:2]1[CH:3]=[C:4]([CH:10]=[CH:11][CH:12]=1)[C:5]([O:7][CH2:8][CH3:9])=[O:6].Br[CH2:14][CH:15]1[CH2:19][CH2:18][CH2:17][CH2:16]1, predict the reaction product. The product is: [CH:15]1([CH2:14][O:1][C:2]2[CH:3]=[C:4]([CH:10]=[CH:11][CH:12]=2)[C:5]([O:7][CH2:8][CH3:9])=[O:6])[CH2:19][CH2:18][CH2:17][CH2:16]1. (6) Given the reactants [CH2:1]([O:19][CH2:20][CH2:21][NH:22][C:23]1[NH:24][C:25](=[O:40])[C:26]2[N:27]=[CH:28][N:29]([CH2:32][CH2:33][O:34][CH2:35][P:36]([OH:39])([OH:38])=[O:37])[C:30]=2[N:31]=1)[CH2:2][CH2:3][CH2:4][CH2:5][CH2:6][CH2:7][CH2:8][CH2:9][CH2:10][CH2:11][CH2:12][CH2:13][CH2:14][CH2:15][CH2:16][CH2:17][CH3:18].[C:41](Cl)(=[O:45])[C:42](Cl)=[O:43].[C:47](=C(C(CO)O)O)([CH3:49])[CH3:48].[C:56](=O)(O)[O-].[Na+], predict the reaction product. The product is: [C:47](=[C:28]1[N:27]=[C:26]2[C:30](=[N:31][CH:23]([N:22]([CH2:56][CH:42]([CH2:41][OH:45])[OH:43])[CH2:21][CH2:20][O:19][CH2:1][CH2:2][CH2:3][CH2:4][CH2:5][CH2:6][CH2:7][CH2:8][CH2:9][CH2:10][CH2:11][CH2:12][CH2:13][CH2:14][CH2:15][CH2:16][CH2:17][CH3:18])[NH:24][C:25]2=[O:40])[N:29]1[CH2:32][CH2:33][O:34][CH2:35][P:36]([OH:38])([OH:39])=[O:37])([CH3:49])[CH3:48]. (7) Given the reactants FC(F)(F)C(N1C[CH2:9][CH:8]([N:11]2[CH:15]=[C:14]([C:16]3[CH:17]=[N:18][C:19]([C:22]4[CH:27]=[CH:26][CH:25]=[C:24]([C:28]5[CH:29]=[N:30][N:31]([CH3:33])[CH:32]=5)[CH:23]=4)=[N:20][CH:21]=3)[CH:13]=[N:12]2)[CH2:7][CH2:6]1)=O.[CH3:36][C:37]1(C)C(C)(C)OB(B2OC(C)(C)C(C)(C)O2)[O:38]1.C([O-])(=O)C.[K+].IC1C=NN([C@H]2CC[C@H](O)CC2)C=1.C(=O)([O-])[O-].[K+].[K+], predict the reaction product. The product is: [CH3:33][N:31]1[CH:32]=[C:28]([C:24]2[CH:23]=[C:22]([C:19]3[N:18]=[CH:17][C:16]([C:14]4[CH:13]=[N:12][N:11]([C@H:8]5[CH2:7][CH2:6][C@H:37]([OH:38])[CH2:36][CH2:9]5)[CH:15]=4)=[CH:21][N:20]=3)[CH:27]=[CH:26][CH:25]=2)[CH:29]=[N:30]1. (8) The product is: [CH3:15][C:12]1[N:11]([CH3:16])[C:10]2[CH:9]=[CH:8][C:7]3[C@@H:2]([O:1][CH2:38][CH2:39][O:40][CH3:41])[C@H:3]([O:23][C:24](=[O:29])[C:25]([CH3:26])([CH3:28])[CH3:27])[C@@H:4]([C:17]4[CH:22]=[CH:21][CH:20]=[CH:19][CH:18]=4)[O:5][C:6]=3[C:14]=2[N:13]=1. Given the reactants [OH:1][C@@H:2]1[C:7]2[CH:8]=[CH:9][C:10]3[N:11]([CH3:16])[C:12]([CH3:15])=[N:13][C:14]=3[C:6]=2[O:5][C@H:4]([C:17]2[CH:22]=[CH:21][CH:20]=[CH:19][CH:18]=2)[C@H:3]1[O:23][C:24](=[O:29])[C:25]([CH3:28])([CH3:27])[CH3:26].O([CH2:38][CH2:39][O:40][CH3:41])S(C(F)(F)F)(=O)=O, predict the reaction product.